The task is: Predict which catalyst facilitates the given reaction.. This data is from Catalyst prediction with 721,799 reactions and 888 catalyst types from USPTO. Reactant: [CH3:1][O:2][C:3]1[C:8]2[C:9]3[C:10]([CH:22]([CH2:24][C:25]([N:27]([CH3:29])[CH3:28])=O)[O:23][C:7]=2[CH:6]=[CH:5][CH:4]=1)=[C:11]1[C:16](=[CH:17][CH:18]=3)[NH:15][C:14]([CH3:20])([CH3:19])[CH:13]=[C:12]1[CH3:21].[H-].[Al+3].[Li+].[H-].[H-].[H-]. Product: [CH3:1][O:2][C:3]1[C:8]2[C:9]3[C:10]([CH:22]([CH2:24][CH2:25][N:27]([CH3:29])[CH3:28])[O:23][C:7]=2[CH:6]=[CH:5][CH:4]=1)=[C:11]1[C:16](=[CH:17][CH:18]=3)[NH:15][C:14]([CH3:19])([CH3:20])[CH:13]=[C:12]1[CH3:21]. The catalyst class is: 27.